This data is from Catalyst prediction with 721,799 reactions and 888 catalyst types from USPTO. The task is: Predict which catalyst facilitates the given reaction. The catalyst class is: 4. Reactant: [N:1]1[C:11]2[C@@H:10]3[CH2:12][N:13]([C:15]([O:17][C:18]([CH3:21])([CH3:20])[CH3:19])=[O:16])[CH2:14][C@H:9]3[CH2:8][NH:7][CH2:6][C:5]=2[CH:4]=[CH:3][CH:2]=1.C(N(CC)CC)C.[Cl:29][C:30]1[CH:31]=[C:32]([S:37](Cl)(=[O:39])=[O:38])[CH:33]=[CH:34][C:35]=1[Cl:36].[OH-].[Na+]. Product: [Cl:29][C:30]1[CH:31]=[C:32]([S:37]([N:7]2[CH2:8][C@@H:9]3[CH2:14][N:13]([C:15]([O:17][C:18]([CH3:21])([CH3:20])[CH3:19])=[O:16])[CH2:12][C@H:10]3[C:11]3[N:1]=[CH:2][CH:3]=[CH:4][C:5]=3[CH2:6]2)(=[O:38])=[O:39])[CH:33]=[CH:34][C:35]=1[Cl:36].